From a dataset of Full USPTO retrosynthesis dataset with 1.9M reactions from patents (1976-2016). Predict the reactants needed to synthesize the given product. Given the product [Br:1][C:2]1[C:3]([C:15]2[CH:20]=[CH:19][N:18]=[CH:17][CH:16]=2)=[C:4]([C:8]2[CH:13]=[CH:12][C:11]([F:14])=[CH:10][CH:9]=2)[S:5][CH:6]=1, predict the reactants needed to synthesize it. The reactants are: [Br:1][C:2]1[C:3]([C:15]2[CH:20]=[CH:19][N:18]=[CH:17][CH:16]=2)=[C:4]([C:8]2[CH:13]=[CH:12][C:11]([F:14])=[CH:10][CH:9]=2)[S:5][C:6]=1Br.C([Li])CCC.CCCCCC.O.